Dataset: Forward reaction prediction with 1.9M reactions from USPTO patents (1976-2016). Task: Predict the product of the given reaction. (1) Given the reactants [OH-].[K+].C(OC([N:8]1[CH2:13][CH2:12][CH:11]([O:14][C:15]2[CH:20]=[CH:19][C:18]([O:21][C:22]([F:25])([F:24])[F:23])=[CH:17][CH:16]=2)[CH2:10][CH2:9]1)=O)C.C(=O)=O, predict the reaction product. The product is: [F:25][C:22]([F:23])([F:24])[O:21][C:18]1[CH:19]=[CH:20][C:15]([O:14][CH:11]2[CH2:10][CH2:9][NH:8][CH2:13][CH2:12]2)=[CH:16][CH:17]=1. (2) Given the reactants [NH2:1][C:2]1[CH:3]=[CH:4][C:5]([C:8]([OH:10])=[O:9])=[N:6][CH:7]=1.[CH3:11][Si](C=[N+]=[N-])(C)C.CCOCC, predict the reaction product. The product is: [NH2:1][C:2]1[CH:3]=[CH:4][C:5]([C:8]([O:10][CH3:11])=[O:9])=[N:6][CH:7]=1. (3) Given the reactants C1(P(C2C=CC=CC=2)C2C=CC=CC=2)C=CC=CC=1.N(C(OC(C)(C)C)=O)=NC(OC(C)(C)C)=O.[CH2:36]([O:54][CH2:55][C@H:56](O)[CH2:57][CH2:58][CH2:59][CH2:60][CH2:61][CH2:62][CH2:63][CH2:64][CH3:65])[CH2:37][CH2:38][CH2:39][CH2:40][CH2:41][CH2:42][CH2:43]/[CH:44]=[CH:45]\[CH2:46]/[CH:47]=[CH:48]\[CH2:49][CH2:50][CH2:51][CH2:52][CH3:53].C1(P([N:81]=[N+:82]=[N-:83])(C2C=CC=CC=2)=O)C=CC=CC=1, predict the reaction product. The product is: [CH2:36]([O:54][CH2:55][C@@H:56]([N:81]=[N+:82]=[N-:83])[CH2:57][CH2:58][CH2:59][CH2:60][CH2:61][CH2:62][CH2:63][CH2:64][CH3:65])[CH2:37][CH2:38][CH2:39][CH2:40][CH2:41][CH2:42][CH2:43]/[CH:44]=[CH:45]\[CH2:46]/[CH:47]=[CH:48]\[CH2:49][CH2:50][CH2:51][CH2:52][CH3:53]. (4) Given the reactants [Br:1][C:2]1[C:3]([N:17]2[CH2:22][CH2:21][C:20]([CH3:24])([CH3:23])[CH2:19][CH2:18]2)=[C:4]([C@H:10]([OH:16])[C:11]([O:13][CH2:14][CH3:15])=[O:12])[C:5]([CH3:9])=[N:6][C:7]=1[CH3:8].[CH3:25][C:26](=[CH2:28])[CH3:27], predict the reaction product. The product is: [Br:1][C:2]1[C:3]([N:17]2[CH2:18][CH2:19][C:20]([CH3:23])([CH3:24])[CH2:21][CH2:22]2)=[C:4]([C@H:10]([O:16][C:26]([CH3:28])([CH3:27])[CH3:25])[C:11]([O:13][CH2:14][CH3:15])=[O:12])[C:5]([CH3:9])=[N:6][C:7]=1[CH3:8]. (5) Given the reactants [CH3:1][O:2][C:3]1[CH:8]=[CH:7][C:6]([C:9]2[N:10]=[C:11]3[CH:16]=[C:15]([NH:17][CH:18]([CH3:21])[CH2:19]O)[CH:14]=[CH:13][N:12]3[CH:22]=2)=[CH:5][CH:4]=1.COCCN(S(F)(F)F)CCOC, predict the reaction product. The product is: [CH3:1][O:2][C:3]1[CH:8]=[CH:7][C:6]([C:9]2[N:10]=[C:11]3[CH:16]=[C:15]([N:17]4[CH2:19][CH:18]4[CH3:21])[CH:14]=[CH:13][N:12]3[CH:22]=2)=[CH:5][CH:4]=1. (6) Given the reactants C(OC(N[C:9]1[CH2:10][C:11](C(O)=O)=[CH:12][C:13]2[CH:19]=CC(C3C=CC(C(N4CCCC4)=O)=CC=3)=C[C:14]=2[N:15]=1)=O)(C)(C)C.N[OH:37], predict the reaction product. The product is: [CH3:12][C:13]([OH:37])([CH3:19])[CH2:14][NH:15][CH2:9][CH2:10][CH3:11]. (7) Given the reactants [Cl:1][C:2]1[CH:7]=[CH:6][CH:5]=[C:4]([CH3:8])[C:3]=1I.Br[C:11]([F:18])([F:17])[C:12]([O:14][CH2:15][CH3:16])=[O:13].[NH4+].[Cl-], predict the reaction product. The product is: [Cl:1][C:2]1[CH:7]=[CH:6][CH:5]=[C:4]([CH3:8])[C:3]=1[C:11]([F:18])([F:17])[C:12]([O:14][CH2:15][CH3:16])=[O:13]. (8) Given the reactants [CH:1]1([CH2:7][CH2:8][O:9][C:10]2[N:15]=[N:14][C:13]([C:16]3[CH:57]=[CH:56][C:19]([CH2:20][C:21]4[N:22]([C:34]5[CH:35]=[C:36]([N:40]6[S:44](=[O:46])(=[O:45])[N:43](COCC[Si](C)(C)C)[C:42](=[O:55])[CH2:41]6)[CH:37]=[CH:38][CH:39]=5)[CH:23]=[C:24]([C:26]5[CH:31]=[CH:30][C:29]([Cl:32])=[CH:28][C:27]=5[Cl:33])[N:25]=4)=[CH:18][CH:17]=3)=[CH:12][CH:11]=2)[CH2:6][CH2:5][CH2:4][CH2:3][CH2:2]1.[F-].C([N+](CCCC)(CCCC)CCCC)CCC, predict the reaction product. The product is: [CH:1]1([CH2:7][CH2:8][O:9][C:10]2[N:15]=[N:14][C:13]([C:16]3[CH:57]=[CH:56][C:19]([CH2:20][C:21]4[N:22]([C:34]5[CH:35]=[C:36]([N:40]6[S:44](=[O:45])(=[O:46])[NH:43][C:42](=[O:55])[CH2:41]6)[CH:37]=[CH:38][CH:39]=5)[CH:23]=[C:24]([C:26]5[CH:31]=[CH:30][C:29]([Cl:32])=[CH:28][C:27]=5[Cl:33])[N:25]=4)=[CH:18][CH:17]=3)=[CH:12][CH:11]=2)[CH2:2][CH2:3][CH2:4][CH2:5][CH2:6]1. (9) Given the reactants Br[CH2:2][C:3]([N:5]1[CH2:10][CH2:9][N:8]([C:11]2[CH:16]=[CH:15][C:14]([C:17]([O:26]COC)([C:22]([F:25])([F:24])[F:23])[C:18]([F:21])([F:20])[F:19])=[CH:13][C:12]=2[CH2:30][CH2:31][CH3:32])[CH2:7][C@H:6]1[CH3:33])=[O:4].[CH3:34][CH:35]([O:37][C:38]1[CH:39]=[CH:40][C:41]([C:44]2([CH3:51])[NH:48][C:47](=[O:49])[NH:46][C:45]2=[O:50])=[N:42][CH:43]=1)[CH3:36], predict the reaction product. The product is: [F:24][C:22]([F:25])([F:23])[C:17]([C:14]1[CH:15]=[CH:16][C:11]([N:8]2[CH2:9][CH2:10][N:5]([C:3](=[O:4])[CH2:2][N:46]3[C:45](=[O:50])[C:44]([C:41]4[CH:40]=[CH:39][C:38]([O:37][CH:35]([CH3:34])[CH3:36])=[CH:43][N:42]=4)([CH3:51])[NH:48][C:47]3=[O:49])[C@H:6]([CH3:33])[CH2:7]2)=[C:12]([CH2:30][CH2:31][CH3:32])[CH:13]=1)([OH:26])[C:18]([F:19])([F:21])[F:20]. (10) Given the reactants [NH:1]1[CH2:6][CH2:5][NH:4][CH2:3][CH2:2]1.Cl[C:8]1[CH:13]=[CH:12][C:11]([Cl:14])=[CH:10][N:9]=1.[OH-].[Na+], predict the reaction product. The product is: [Cl:14][C:11]1[CH:12]=[CH:13][C:8]([N:1]2[CH2:6][CH2:5][NH:4][CH2:3][CH2:2]2)=[N:9][CH:10]=1.